Dataset: Forward reaction prediction with 1.9M reactions from USPTO patents (1976-2016). Task: Predict the product of the given reaction. (1) The product is: [CH2:34]([NH:35][C:30]([C:10]1[CH:9]([C:6]2[CH:7]=[CH:8][C:3]([C:1]#[N:2])=[CH:4][CH:5]=2)[N:14]2[C:15](=[O:18])[NH:16][N:17]=[C:13]2[N:12]([C:19]2[CH:24]=[CH:23][CH:22]=[C:21]([C:25]([F:26])([F:27])[F:28])[CH:20]=2)[C:11]=1[CH3:29])=[O:31])[CH3:33]. Given the reactants [C:1]([C:3]1[CH:8]=[CH:7][C:6]([CH:9]2[N:14]3[C:15](=[O:18])[NH:16][N:17]=[C:13]3[N:12]([C:19]3[CH:24]=[CH:23][CH:22]=[C:21]([C:25]([F:28])([F:27])[F:26])[CH:20]=3)[C:11]([CH3:29])=[C:10]2[C:30](O)=[O:31])=[CH:5][CH:4]=1)#[N:2].[CH3:33][CH2:34][N:35](C(C)C)C(C)C.CN(C(ON1N=NC2C=CC=NC1=2)=[N+](C)C)C.F[P-](F)(F)(F)(F)F.C(N)C, predict the reaction product. (2) The product is: [O:50]=[S:2]1(=[O:1])[CH2:7][CH2:6][N:5]([CH2:8][C:9]([NH:11][C@:12]23[CH2:46][CH2:45][C@@H:44]([CH:47]([CH3:48])[CH3:49])[C@@H:13]2[C@@H:14]2[C@@:27]([CH3:30])([CH2:28][CH2:29]3)[C@@:26]3([CH3:31])[C@@H:17]([C@:18]4([CH3:43])[C@@H:23]([CH2:24][CH2:25]3)[C:22]([CH3:33])([CH3:32])[C@@H:21]([C:34]3[CH:35]=[CH:36][C:37]([C:38]([OH:40])=[O:39])=[CH:41][CH:42]=3)[CH2:20][CH2:19]4)[CH2:16][CH2:15]2)=[O:10])[CH2:4][CH2:3]1.[C:51]([OH:57])([C:53]([F:56])([F:55])[F:54])=[O:52]. Given the reactants [O:1]=[S:2]1(=[O:50])[CH2:7][CH2:6][N:5]([CH2:8][C:9]([NH:11][C:12]23[CH2:46][CH2:45][C@@H:44]([CH:47]([CH3:49])[CH3:48])[C@@H:13]2[C@@H:14]2[C@@:27]([CH3:30])([CH2:28][CH2:29]3)[C@@:26]3([CH3:31])[C@@H:17]([C@:18]4([CH3:43])[C@@H:23]([CH2:24][CH2:25]3)[C:22]([CH3:33])([CH3:32])[C@@H:21]([C:34]3[CH:42]=[CH:41][C:37]([C:38]([O-:40])=[O:39])=[CH:36][CH:35]=3)[CH2:20][CH2:19]4)[CH2:16][CH2:15]2)=[O:10])[CH2:4][CH2:3]1.[C:51]([OH:57])([C:53]([F:56])([F:55])[F:54])=[O:52].O.[OH-].[Li+], predict the reaction product. (3) Given the reactants [C:1]1(=[O:7])[O:6][C:4](=[O:5])[CH2:3][CH2:2]1.[CH3:8][O:9][C:10]1[CH:11]=[C:12]2[C:17](=[C:18]3[CH2:22][C:21]([CH3:24])([CH3:23])[O:20][C:19]=13)[C:16]([C:25]1[CH:26]=[C:27]([C:31]3[CH:36]=[CH:35][C:34]([NH2:37])=[CH:33][CH:32]=3)[CH:28]=[CH:29][CH:30]=1)=[N:15][C:14]([CH3:39])([CH3:38])[CH2:13]2, predict the reaction product. The product is: [O:7]=[C:1]([NH:37][C:34]1[CH:33]=[CH:32][C:31]([C:27]2[CH:28]=[CH:29][CH:30]=[C:25]([C:16]3[C:17]4[C:12](=[CH:11][C:10]([O:9][CH3:8])=[C:19]5[O:20][C:21]([CH3:24])([CH3:23])[CH2:22][C:18]5=4)[CH2:13][C:14]([CH3:39])([CH3:38])[N:15]=3)[CH:26]=2)=[CH:36][CH:35]=1)[CH2:2][CH2:3][C:4]([OH:6])=[O:5]. (4) Given the reactants [CH2:1]([C:3]1[CH:11]=[N:10][CH:9]=[CH:8][C:4]=1[C:5](Cl)=[O:6])[CH3:2].CN(C=O)C.[NH2:17][C:18]1[CH:23]=[C:22]([C:24]([F:27])([F:26])[F:25])[C:21]([Cl:28])=[CH:20][C:19]=1[OH:29].C(N(CC)CC)C, predict the reaction product. The product is: [Cl:28][C:21]1[C:22]([C:24]([F:27])([F:26])[F:25])=[CH:23][C:18]([NH:17][C:5](=[O:6])[C:4]2[CH:8]=[CH:9][N:10]=[CH:11][C:3]=2[CH2:1][CH3:2])=[C:19]([OH:29])[CH:20]=1.